From a dataset of Forward reaction prediction with 1.9M reactions from USPTO patents (1976-2016). Predict the product of the given reaction. (1) Given the reactants [NH2:1][C:2]1[C:3]2[CH:11]=[CH:10][N:9]([C@@H:12]3[O:16][C:15]([CH2:19][OH:20])([CH2:17][OH:18])[C@@H:14]([O:21][Si:22]([C:25]([CH3:28])([CH3:27])[CH3:26])([CH3:24])[CH3:23])[CH2:13]3)[C:4]=2[N:5]=[C:6]([Cl:8])[N:7]=1, predict the reaction product. The product is: [NH2:1][C:2]1[C:3]2[CH:11]=[CH:10][N:9]([C@@H:12]3[O:16][C@@:15]([CH2:19][OH:20])([CH:17]=[O:18])[C@@H:14]([O:21][Si:22]([C:25]([CH3:28])([CH3:27])[CH3:26])([CH3:23])[CH3:24])[CH2:13]3)[C:4]=2[N:5]=[C:6]([Cl:8])[N:7]=1. (2) Given the reactants [CH3:1][C:2]1[O:6][N:5]=[C:4]([C:7]2[CH:12]=[CH:11][C:10]([NH2:13])=[CH:9][CH:8]=2)[N:3]=1.Cl.[CH3:15][O:16][C:17]1[CH:18]=[C:19]2[C:24](=[C:25]([N:27]3[CH2:32][CH2:31][N:30]([CH3:33])[CH2:29][CH2:28]3)[CH:26]=1)[O:23][CH:22]([C:34](O)=[O:35])[CH2:21][CH2:20]2.CCN(C(C)C)C(C)C.CN(C(ON1N=NC2C=CC=CC1=2)=[N+](C)C)C.[B-](F)(F)(F)F, predict the reaction product. The product is: [CH3:15][O:16][C:17]1[CH:18]=[C:19]2[C:24](=[C:25]([N:27]3[CH2:28][CH2:29][N:30]([CH3:33])[CH2:31][CH2:32]3)[CH:26]=1)[O:23][CH:22]([C:34]([NH:13][C:10]1[CH:11]=[CH:12][C:7]([C:4]3[N:3]=[C:2]([CH3:1])[O:6][N:5]=3)=[CH:8][CH:9]=1)=[O:35])[CH2:21][CH2:20]2.